Task: Predict the reactants needed to synthesize the given product.. Dataset: Full USPTO retrosynthesis dataset with 1.9M reactions from patents (1976-2016) (1) Given the product [CH3:18][O:17][C:16]1[C:2]([NH:1][C:22]2[N:27]=[CH:26][C:25]3=[CH:28][CH:29]=[C:30]([C:31]4[CH:36]=[CH:35][CH:34]=[CH:33][C:32]=4[O:37][CH3:38])[N:24]3[N:23]=2)=[CH:3][C:4]2[CH2:10][CH2:9][N:8]([CH2:11][C@H:12]([OH:14])[CH3:13])[CH2:7][CH2:6][C:5]=2[CH:15]=1, predict the reactants needed to synthesize it. The reactants are: [NH2:1][C:2]1[C:16]([O:17][CH3:18])=[CH:15][C:5]2[CH2:6][CH2:7][N:8]([CH2:11][C@H:12]([OH:14])[CH3:13])[CH2:9][CH2:10][C:4]=2[CH:3]=1.CS([C:22]1[N:27]=[CH:26][C:25]2=[CH:28][CH:29]=[C:30]([C:31]3[CH:36]=[CH:35][CH:34]=[CH:33][C:32]=3[O:37][CH3:38])[N:24]2[N:23]=1)=O.C(O)(C(F)(F)F)=O. (2) Given the product [NH2:57][C:52]1[CH:53]=[CH:54][CH:55]=[CH:56][C:51]=1[CH2:50][N:47]1[CH2:48][CH2:49][N:45]([C@@H:3]([C:2]([CH3:1])([CH3:61])[CH3:62])[C:4]([NH:6][C@@H:7]([CH2:38][C:39]2[CH:44]=[CH:43][CH:42]=[CH:41][CH:40]=2)[C@@H:8]([OH:37])[CH2:9][C@@H:10]([NH:24][C:25]([C@@H:27]([NH:32][C:33](=[O:36])[O:34][CH3:35])[C:28]([CH3:30])([CH3:29])[CH3:31])=[O:26])[CH2:11][C:12]2[CH:13]=[CH:14][C:15]([C:18]3[CH:23]=[CH:22][CH:21]=[CH:20][N:19]=3)=[CH:16][CH:17]=2)=[O:5])[C:46]1=[O:60], predict the reactants needed to synthesize it. The reactants are: [CH3:1][C:2]([CH3:62])([CH3:61])[C@H:3]([N:45]1[CH2:49][CH2:48][N:47]([CH2:50][C:51]2[CH:56]=[CH:55][CH:54]=[CH:53][C:52]=2[N+:57]([O-])=O)[C:46]1=[O:60])[C:4]([NH:6][C@@H:7]([CH2:38][C:39]1[CH:44]=[CH:43][CH:42]=[CH:41][CH:40]=1)[C@@H:8]([OH:37])[CH2:9][C@@H:10]([NH:24][C:25]([C@@H:27]([NH:32][C:33](=[O:36])[O:34][CH3:35])[C:28]([CH3:31])([CH3:30])[CH3:29])=[O:26])[CH2:11][C:12]1[CH:17]=[CH:16][C:15]([C:18]2[CH:23]=[CH:22][CH:21]=[CH:20][N:19]=2)=[CH:14][CH:13]=1)=[O:5]. (3) Given the product [CH2:1]([O:3][C:4]1[CH:9]=[C:8]([CH:10]2[CH2:15][CH2:14][N:13]([CH2:16][CH2:17][S:18]([CH3:21])(=[O:20])=[O:19])[CH2:12][CH2:11]2)[CH:7]=[CH:6][C:5]=1[NH2:22])[CH3:2], predict the reactants needed to synthesize it. The reactants are: [CH2:1]([O:3][C:4]1[CH:9]=[C:8]([CH:10]2[CH2:15][CH2:14][N:13]([CH2:16][CH2:17][S:18]([CH3:21])(=[O:20])=[O:19])[CH2:12][CH2:11]2)[CH:7]=[CH:6][C:5]=1[NH:22]C(=O)C(F)(F)F)[CH3:2].[Li+].[OH-]. (4) Given the product [NH2:15][C:13]1[CH:14]=[C:9]([C:7]([N:1]2[CH2:2][CH2:3][O:4][CH2:5][CH2:6]2)=[O:8])[CH:10]=[C:11]([C:18]2[CH:19]=[CH:20][CH:21]=[CH:22][CH:23]=2)[CH:12]=1, predict the reactants needed to synthesize it. The reactants are: [N:1]1([C:7]([C:9]2[CH:10]=[C:11]([C:18]3[CH:23]=[CH:22][CH:21]=[CH:20][CH:19]=3)[CH:12]=[C:13]([N+:15]([O-])=O)[CH:14]=2)=[O:8])[CH2:6][CH2:5][O:4][CH2:3][CH2:2]1.[H][H].ClCCl. (5) Given the product [Br:23][C:20]1[CH:21]=[CH:22][C:17]([C@@H:15]([N:11]2[CH2:10][CH2:9][C@:8]([CH2:7][C:6]3[S:40][C:1]([CH3:2])=[N:4][N:5]=3)([C:24]3[CH:29]=[CH:28][CH:27]=[CH:26][CH:25]=3)[O:13][C:12]2=[O:14])[CH3:16])=[CH:18][CH:19]=1, predict the reactants needed to synthesize it. The reactants are: [C:1]([NH:4][NH:5][C:6](=O)[CH2:7][C@@:8]1([C:24]2[CH:29]=[CH:28][CH:27]=[CH:26][CH:25]=2)[O:13][C:12](=[O:14])[N:11]([C@H:15]([C:17]2[CH:22]=[CH:21][C:20]([Br:23])=[CH:19][CH:18]=2)[CH3:16])[CH2:10][CH2:9]1)(=O)[CH3:2].COC1C=CC(P2(SP(C3C=CC(OC)=CC=3)(=S)S2)=[S:40])=CC=1. (6) Given the product [CH2:1]([O:8][C:9](=[O:13])[C:10]([C:11]#[N:12])=[C:19]1[N:18]([CH2:22][CH3:23])[C:16](=[O:27])[CH2:17][S:20]1)[C:2]1[CH:7]=[CH:6][CH:5]=[CH:4][CH:3]=1, predict the reactants needed to synthesize it. The reactants are: [CH2:1]([O:8][C:9](=[O:13])[CH2:10][C:11]#[N:12])[C:2]1[CH:7]=[CH:6][CH:5]=[CH:4][CH:3]=1.[H-].[Na+].[CH2:16]([N:18]=[C:19]=[S:20])[CH3:17].Br[CH2:22][C:23](Cl)=O.C(=O)(O)[O-:27].[Na+]. (7) Given the product [NH3:4].[CH2:20]([N:4]([CH2:1][CH:2]=[CH2:3])[CH:5]([C:8]1[CH:9]=[CH:10][C:11]([S:14]([CH2:17][CH2:18][CH3:19])(=[O:15])=[O:16])=[CH:12][CH:13]=1)[CH2:6][N:7]1[CH2:27][CH2:26][CH2:25][CH2:24]1)[CH:21]=[CH2:22], predict the reactants needed to synthesize it. The reactants are: [CH2:1]([N:4]([CH2:20][CH:21]=[CH2:22])[CH:5]([C:8]1[CH:13]=[CH:12][C:11]([S:14]([CH2:17][CH2:18][CH3:19])(=[O:16])=[O:15])=[CH:10][CH:9]=1)[CH2:6][NH2:7])[CH:2]=[CH2:3].Br[CH2:24][CH2:25][CH2:26][CH2:27]Br.C(=O)([O-])O.[Na+]. (8) The reactants are: Br[C:2]1[CH:3]=[C:4]([CH:19]=[CH:20][CH:21]=1)[C:5]([NH:7][C:8]1[CH:13]=[CH:12][C:11]([O:14][C:15]([F:18])([F:17])[F:16])=[CH:10][CH:9]=1)=[O:6].CC1(C)C(C)(C)OB([C:30]2[CH:31]=[N:32][CH:33]=[C:34]([CH:37]=2)[C:35]#[N:36])O1.C([O-])([O-])=O.[Na+].[Na+].O. Given the product [C:35]([C:34]1[CH:37]=[C:30]([C:2]2[CH:3]=[C:4]([CH:19]=[CH:20][CH:21]=2)[C:5]([NH:7][C:8]2[CH:13]=[CH:12][C:11]([O:14][C:15]([F:18])([F:17])[F:16])=[CH:10][CH:9]=2)=[O:6])[CH:31]=[N:32][CH:33]=1)#[N:36], predict the reactants needed to synthesize it. (9) Given the product [Br:22][C:23]1[CH:28]=[CH:27][CH:26]=[CH:25][C:24]=1[CH2:29][CH2:30][C@H:31]1[C:40]2[C:35](=[CH:36][C:37]([O:43][CH3:44])=[C:38]([O:41][CH3:42])[CH:39]=2)[CH2:34][CH2:33][N:32]1[C@H:4]([C:5]1[CH:6]=[CH:7][CH:8]=[CH:9][CH:10]=1)[C:1]([NH2:2])=[O:3], predict the reactants needed to synthesize it. The reactants are: [C:1]([CH:4](OS(C1C=CC(C)=CC=1)(=O)=O)[C:5]1[CH:10]=[CH:9][CH:8]=[CH:7][CH:6]=1)(=[O:3])[NH2:2].[Br:22][C:23]1[CH:28]=[CH:27][CH:26]=[CH:25][C:24]=1[CH2:29][CH2:30][C@H:31]1[C:40]2[C:35](=[CH:36][C:37]([O:43][CH3:44])=[C:38]([O:41][CH3:42])[CH:39]=2)[CH2:34][CH2:33][NH:32]1. (10) Given the product [CH2:1]([N:8]1[CH2:9][CH2:10][N:11]([CH2:24][C:25]2[CH:26]=[CH:27][CH:28]=[CH:29][CH:30]=2)[CH2:12][CH2:13][N:14]([CH2:17][C:18]2[CH:23]=[CH:22][CH:21]=[CH:20][CH:19]=2)[CH2:15][CH2:16]1)[C:2]1[CH:3]=[CH:4][CH:5]=[CH:6][CH:7]=1, predict the reactants needed to synthesize it. The reactants are: [CH2:1]([N:8]1[CH2:16][CH2:15][N:14]([CH2:17][C:18]2[CH:23]=[CH:22][CH:21]=[CH:20][CH:19]=2)[CH2:13][CH2:12][N:11]([CH2:24][C:25]2[CH:30]=[CH:29][CH:28]=[CH:27][CH:26]=2)[CH2:10][CH:9]1C#N)[C:2]1[CH:7]=[CH:6][CH:5]=[CH:4][CH:3]=1.[H-].[H-].[H-].[H-].[Li+].[Al+3].O.